Dataset: Reaction yield outcomes from USPTO patents with 853,638 reactions. Task: Predict the reaction yield, written as a fraction of the theoretical maximum amount of product (1.0 means a 100% yield; for example, 0.34 means a 34% yield). (1) The yield is 0.598. The product is [Cl:33][C:28]1[CH:29]=[CH:30][CH:31]=[CH:32][C:27]=1[CH2:26][CH2:25][N:12]1[C:11](=[O:14])[C:10]([C:15]([O:17][CH3:18])=[O:16])=[CH:9][C:8]([C:5]2[CH:6]=[CH:7][C:2]([F:1])=[C:3]([CH3:19])[CH:4]=2)=[N:13]1. The reactants are [F:1][C:2]1[CH:7]=[CH:6][C:5]([C:8]2[CH:9]=[C:10]([C:15]([O:17][CH3:18])=[O:16])[C:11](=[O:14])[NH:12][N:13]=2)=[CH:4][C:3]=1[CH3:19].CS(O[CH2:25][CH2:26][C:27]1[CH:32]=[CH:31][CH:30]=[CH:29][C:28]=1[Cl:33])(=O)=O. No catalyst specified. (2) The catalyst is C(Cl)Cl. The reactants are B(Br)(Br)Br.C[O:6][C:7]1[CH:15]=[CH:14][CH:13]=[C:12]2[C:8]=1[CH:9]=[C:10]([C:16]([O:18][CH3:19])=[O:17])[NH:11]2. The product is [OH:6][C:7]1[CH:15]=[CH:14][CH:13]=[C:12]2[C:8]=1[CH:9]=[C:10]([C:16]([O:18][CH3:19])=[O:17])[NH:11]2. The yield is 0.640. (3) The reactants are Cl[CH2:2][CH2:3][CH2:4][N:5]1[C:14]2[C:9](=[CH:10][C:11]([F:16])=[C:12]([F:15])[CH:13]=2)[CH2:8][CH2:7][C:6]1=[O:17].[CH2:18]([CH:22]1[CH2:27][CH2:26][NH:25][CH2:24][CH2:23]1)[CH2:19][CH2:20][CH3:21].[Na+].[I-].C([O-])([O-])=O.[K+].[K+]. The catalyst is CC#N. The product is [CH2:18]([CH:22]1[CH2:27][CH2:26][N:25]([CH2:2][CH2:3][CH2:4][N:5]2[C:14]3[C:9](=[CH:10][C:11]([F:16])=[C:12]([F:15])[CH:13]=3)[CH2:8][CH2:7][C:6]2=[O:17])[CH2:24][CH2:23]1)[CH2:19][CH2:20][CH3:21]. The yield is 0.570. (4) The reactants are C1(P(C2C=CC=CC=2)C2C=CC=CC=2)C=CC=CC=1.[I:20]I.N1C=CN=C1.O[CH2:28][C:29]1[N:30]=[N:31][N:32]([CH2:34][CH2:35][N:36]2[C:44](=[O:45])[C:43]3[C:38](=[CH:39][CH:40]=[CH:41][CH:42]=3)[C:37]2=[O:46])[CH:33]=1. The catalyst is C(Cl)Cl. The product is [I:20][CH2:28][C:29]1[N:30]=[N:31][N:32]([CH2:34][CH2:35][N:36]2[C:44](=[O:45])[C:43]3[C:38](=[CH:39][CH:40]=[CH:41][CH:42]=3)[C:37]2=[O:46])[CH:33]=1. The yield is 0.780. (5) The reactants are [C:1]1([S:7]([N:10]2[C:14]3=[N:15][CH:16]=[C:17]([F:19])[CH:18]=[C:13]3[CH:12]=[C:11]2[C:20](OS(C2C=CC(C)=CC=2)(=O)=O)=[CH:21][CH:22]2[CH2:26][CH2:25][CH2:24][CH2:23]2)(=[O:9])=[O:8])[CH:6]=[CH:5][CH:4]=[CH:3][CH:2]=1.[C:38]([NH:42][C:43]([C:45]1[CH:50]=[CH:49][C:48](B(O)O)=[CH:47][CH:46]=1)=[O:44])([CH3:41])([CH3:40])[CH3:39].C(=O)([O-])[O-].[Na+].[Na+]. The catalyst is O1CCOCC1.C(OCC)(=O)C.Cl[Pd](Cl)([P](C1C=CC=CC=1)(C1C=CC=CC=1)C1C=CC=CC=1)[P](C1C=CC=CC=1)(C1C=CC=CC=1)C1C=CC=CC=1. The product is [C:1]1([S:7]([N:10]2[C:14]3=[N:15][CH:16]=[C:17]([F:19])[CH:18]=[C:13]3[CH:12]=[C:11]2[C:20]([C:48]2[CH:49]=[CH:50][C:45]([C:43]([NH:42][C:38]([CH3:41])([CH3:40])[CH3:39])=[O:44])=[CH:46][CH:47]=2)=[CH:21][CH:22]2[CH2:26][CH2:25][CH2:24][CH2:23]2)(=[O:9])=[O:8])[CH:6]=[CH:5][CH:4]=[CH:3][CH:2]=1. The yield is 0.795. (6) The reactants are [Cl:1][C:2]1[CH:3]=[C:4]([C@:9]2([C:14]#N)[CH2:11][CH:10]2[CH2:12][OH:13])[CH:5]=[CH:6][C:7]=1[Cl:8].C([OH:18])C.[OH-].[Na+].Cl. The catalyst is ClCCl. The product is [Cl:1][C:2]1[CH:3]=[C:4]([C@:9]23[CH2:11][C@H:10]2[CH2:12][O:13][C:14]3=[O:18])[CH:5]=[CH:6][C:7]=1[Cl:8]. The yield is 0.450. (7) The reactants are [CH2:1]([CH:3]([CH2:39][CH2:40][CH2:41][CH3:42])[CH2:4][N:5]1[C:17]2[CH:16]=[CH:15][C:14]([C:18]([C:20]3[C:25]([CH3:26])=[CH:24][C:23]([CH3:27])=[CH:22][C:21]=3[CH3:28])=[O:19])=[CH:13][C:12]=2[C:11]2[C:6]1=[CH:7][CH:8]=[C:9]([C:29](=[N:37][OH:38])[C:30]1[CH:35]=[CH:34][CH:33]=[CH:32][C:31]=1[CH3:36])[CH:10]=2)[CH3:2].C(N(CC)CC)C.[C:50](Cl)(=[O:52])[CH3:51]. The yield is 0.690. The product is [CH2:1]([CH:3]([CH2:39][CH2:40][CH2:41][CH3:42])[CH2:4][N:5]1[C:17]2[CH:16]=[CH:15][C:14]([C:18]([C:20]3[C:25]([CH3:26])=[CH:24][C:23]([CH3:27])=[CH:22][C:21]=3[CH3:28])=[O:19])=[CH:13][C:12]=2[C:11]2[C:6]1=[CH:7][CH:8]=[C:9]([C:29](=[N:37][O:38][C:50](=[O:52])[CH3:51])[C:30]1[CH:35]=[CH:34][CH:33]=[CH:32][C:31]=1[CH3:36])[CH:10]=2)[CH3:2]. The catalyst is CCOC(C)=O.